From a dataset of Full USPTO retrosynthesis dataset with 1.9M reactions from patents (1976-2016). Predict the reactants needed to synthesize the given product. (1) The reactants are: [Br:1][C:2]1[C:3]([OH:13])=[CH:4][CH:5]=[C:6]2[C:11]=1[N:10]=[C:9]([CH3:12])[CH:8]=[CH:7]2.I[CH:15]([CH3:17])[CH3:16].C(=O)([O-])[O-].[K+].[K+].CC(C)=O. Given the product [Br:1][C:2]1[C:3]([O:13][CH:15]([CH3:17])[CH3:16])=[CH:4][CH:5]=[C:6]2[C:11]=1[N:10]=[C:9]([CH3:12])[CH:8]=[CH:7]2, predict the reactants needed to synthesize it. (2) Given the product [NH2:10][C@H:8]([C:7]1[N:6]=[C:5]2[CH:11]=[CH:12][N:13]([CH3:14])[C:4]2=[CH:3][C:2]=1[N:18]1[CH2:19][CH2:20][CH2:21][N:15]([C:22]([O:24][C:25]([CH3:28])([CH3:27])[CH3:26])=[O:23])[CH2:16][CH2:17]1)[CH3:9], predict the reactants needed to synthesize it. The reactants are: Br[C:2]1[CH:3]=[C:4]2[N:13]([CH3:14])[CH:12]=[CH:11][C:5]2=[N:6][C:7]=1[C@@H:8]([NH2:10])[CH3:9].[N:15]1([C:22]([O:24][C:25]([CH3:28])([CH3:27])[CH3:26])=[O:23])[CH2:21][CH2:20][CH2:19][NH:18][CH2:17][CH2:16]1.CC([O-])(C)C.[K+].C([O-])(O)=O.[Na+]. (3) Given the product [F:32][C:26]1[CH:27]=[CH:28][CH:29]=[C:30]([F:31])[C:25]=1[C:23]([N:20]1[CH2:19][CH2:18][N:17]([C:14]2[N:15]=[CH:16][C:11]([NH:10][C:38]([NH:39][C:40]3[N:41]([C:50]4[CH:55]=[CH:54][C:53]([CH3:56])=[CH:52][CH:51]=4)[N:42]=[C:43]([C:45]([CH3:49])([CH3:48])[CH2:46][F:47])[CH:44]=3)=[O:37])=[CH:12][C:13]=2[CH3:33])[CH2:22][CH2:21]1)=[O:24], predict the reactants needed to synthesize it. The reactants are: CCN(C(C)C)C(C)C.[NH2:10][C:11]1[CH:12]=[C:13]([CH3:33])[C:14]([N:17]2[CH2:22][CH2:21][N:20]([C:23]([C:25]3[C:30]([F:31])=[CH:29][CH:28]=[CH:27][C:26]=3[F:32])=[O:24])[CH2:19][CH2:18]2)=[N:15][CH:16]=1.ClC(Cl)(Cl)C[O:37][C:38](=O)[NH:39][C:40]1[N:41]([C:50]2[CH:55]=[CH:54][C:53]([CH3:56])=[CH:52][CH:51]=2)[N:42]=[C:43]([C:45]([CH3:49])([CH3:48])[CH2:46][F:47])[CH:44]=1.